Dataset: Reaction yield outcomes from USPTO patents with 853,638 reactions. Task: Predict the reaction yield, written as a fraction of the theoretical maximum amount of product (1.0 means a 100% yield; for example, 0.34 means a 34% yield). The reactants are C[O-].[Na+].[Si]([O:11][C:12]1[CH:17]=[CH:16][C:15]([C:18]([NH:40][S@@:41]([C:43]([CH3:46])([CH3:45])[CH3:44])=[O:42])([C:26]2[CH:31]=[C:30]([O:32][C:33]([F:38])([F:37])[CH:34]([F:36])[F:35])[CH:29]=[C:28]([F:39])[CH:27]=2)[CH2:19][C:20]2[CH:25]=[CH:24][CH:23]=[CH:22][CH:21]=2)=[CH:14][C:13]=1[F:47])(C(C)(C)C)(C)C. No catalyst specified. The product is [F:47][C:13]1[CH:14]=[C:15]([C:18]([NH:40][S@@:41]([C:43]([CH3:46])([CH3:45])[CH3:44])=[O:42])([C:26]2[CH:31]=[C:30]([O:32][C:33]([F:37])([F:38])[CH:34]([F:35])[F:36])[CH:29]=[C:28]([F:39])[CH:27]=2)[CH2:19][C:20]2[CH:21]=[CH:22][CH:23]=[CH:24][CH:25]=2)[CH:16]=[CH:17][C:12]=1[OH:11]. The yield is 0.870.